This data is from Catalyst prediction with 721,799 reactions and 888 catalyst types from USPTO. The task is: Predict which catalyst facilitates the given reaction. (1) Reactant: [C:1]([C:3]1[CH:4]=[C:5]([CH:8]=[CH:9][C:10]=1[CH:11]([CH3:13])[CH3:12])[CH2:6]O)#[N:2].[Cl:14]CCl. Product: [C:1]([C:3]1[CH:4]=[C:5]([CH:8]=[CH:9][C:10]=1[CH:11]([CH3:13])[CH3:12])[CH2:6][Cl:14])#[N:2]. The catalyst class is: 309. (2) Reactant: [CH2:1]([N:8]1[CH:12]=[CH:11][CH:10]=[C:9]1[C:13]1[N:18]=[C:17](Cl)[N:16]=[C:15](Cl)[N:14]=1)[C:2]1[CH:7]=[CH:6][CH:5]=[CH:4][CH:3]=1.[NH2:21][C:22]1[CH:27]=[CH:26][C:25]([C:28]2[CH:33]=[CH:32][CH:31]=[CH:30][CH:29]=2)=[CH:24][CH:23]=1.C(=O)([O-])[O-].[K+].[K+]. Product: [CH2:1]([N:8]1[CH:12]=[CH:11][CH:10]=[C:9]1[C:13]1[N:18]=[C:17]([NH:21][C:22]2[CH:23]=[CH:24][C:25]([C:28]3[CH:33]=[CH:32][CH:31]=[CH:30][CH:29]=3)=[CH:26][CH:27]=2)[N:16]=[C:15]([NH:21][C:22]2[CH:23]=[CH:24][C:25]([C:28]3[CH:33]=[CH:32][CH:31]=[CH:30][CH:29]=3)=[CH:26][CH:27]=2)[N:14]=1)[C:2]1[CH:7]=[CH:6][CH:5]=[CH:4][CH:3]=1. The catalyst class is: 169. (3) Reactant: [C:1]([O:5][C:6](=[O:15])[CH2:7][C:8]1[C:9]([CH3:14])=[N:10][NH:11][C:12]=1[CH3:13])([CH3:4])([CH3:3])[CH3:2].CC(=O)CC(=O)C.[F:23][C:24]1[CH:31]=[C:30]([N+:32]([O-:34])=[O:33])[CH:29]=[CH:28][C:25]=1[CH2:26]Br.C([O-])([O-])=O.[K+].[K+]. Product: [C:1]([O:5][C:6](=[O:15])[CH2:7][C:8]1[C:12]([CH3:13])=[N:11][N:10]([CH2:26][C:25]2[CH:28]=[CH:29][C:30]([N+:32]([O-:34])=[O:33])=[CH:31][C:24]=2[F:23])[C:9]=1[CH3:14])([CH3:4])([CH3:3])[CH3:2]. The catalyst class is: 10. (4) Reactant: [F:1][C:2]1[CH:7]=[CH:6][C:5]([CH2:8][C:9]#[N:10])=[CH:4][CH:3]=1.Cl[C:12]1[CH:17]=[CH:16][C:15]([Cl:18])=[CH:14][N:13]=1.CC1C=CC(S([O-])=O)=CC=1.[Na+].[H-].[Na+]. Product: [Cl:18][C:15]1[CH:16]=[CH:17][C:12]([CH:8]([C:9]#[N:10])[C:5]2[CH:6]=[CH:7][C:2]([F:1])=[CH:3][CH:4]=2)=[N:13][CH:14]=1. The catalyst class is: 20. (5) Reactant: [C:1]([C:4]1[NH:8][N:7]=[C:6]2[CH2:9][N:10]([C@H:12]3[CH2:17][S:16][CH:15]([C:18]4[CH:23]=[C:22]([F:24])[CH:21]=[CH:20][C:19]=4[F:25])[C@@H:14]([NH:26][C:27](=[O:33])[O:28][C:29]([CH3:32])([CH3:31])[CH3:30])[CH2:13]3)[CH2:11][C:5]=12)(=O)[NH2:2].P(Cl)(Cl)(Cl)=O. Product: [C:1]([C:4]1[NH:8][N:7]=[C:6]2[CH2:9][N:10]([C@H:12]3[CH2:17][S:16][CH:15]([C:18]4[CH:23]=[C:22]([F:24])[CH:21]=[CH:20][C:19]=4[F:25])[C@@H:14]([NH:26][C:27](=[O:33])[O:28][C:29]([CH3:31])([CH3:30])[CH3:32])[CH2:13]3)[CH2:11][C:5]=12)#[N:2]. The catalyst class is: 17. (6) Reactant: [Cl:1][C:2]1[N:7]=[N:6][C:5]([CH:8]([C:13]2[C:18]([F:19])=[CH:17][CH:16]=[CH:15][C:14]=2[F:20])[C:9](=[O:12])[C:10]#[CH:11])=[CH:4][CH:3]=1. Product: [Cl:1][C:2]1[CH:3]=[CH:4][C:5]2[N:6]([CH:11]=[CH:10][C:9](=[O:12])[C:8]=2[C:13]2[C:18]([F:19])=[CH:17][CH:16]=[CH:15][C:14]=2[F:20])[N:7]=1. The catalyst class is: 11. (7) Reactant: [CH2:1]([O:3][C:4]([C:6]1[S:10][C:9]([NH2:11])=[N:8][C:7]=1[CH3:12])=[O:5])[CH3:2].[C:13]([O:17][C:18]([O:20]C(OC(C)(C)C)=O)=[O:19])([CH3:16])([CH3:15])[CH3:14]. Product: [CH2:1]([O:3][C:4]([C:6]1[S:10][C:9]([NH:11][O:20][C:18]([O:17][C:13]([CH3:16])([CH3:15])[CH3:14])=[O:19])=[N:8][C:7]=1[CH3:12])=[O:5])[CH3:2]. The catalyst class is: 367. (8) The catalyst class is: 17. Reactant: [F:1][C:2]1[CH:10]=[CH:9][CH:8]=[CH:7][C:3]=1[C:4](Cl)=[O:5].[Cl:11][C:12]1[N:17]=[C:16]([CH3:18])[N:15]=[C:14]([NH:19][C:20]2[CH:25]=[CH:24][C:23]([Cl:26])=[CH:22][CH:21]=2)[C:13]=1[NH2:27]. Product: [Cl:11][C:12]1[C:13]([NH:27][C:4](=[O:5])[C:3]2[CH:7]=[CH:8][CH:9]=[CH:10][C:2]=2[F:1])=[C:14]([NH:19][C:20]2[CH:21]=[CH:22][C:23]([Cl:26])=[CH:24][CH:25]=2)[N:15]=[C:16]([CH3:18])[N:17]=1.